Dataset: Catalyst prediction with 721,799 reactions and 888 catalyst types from USPTO. Task: Predict which catalyst facilitates the given reaction. (1) Reactant: [Cl:1][C:2]1[CH:3]=[C:4](B(O)O)[CH:5]=[C:6]([Cl:8])[CH:7]=1.Br[C:13]1[C:18]([O:19][CH3:20])=[CH:17][C:16]([C:21]([CH3:28])([CH3:27])[C:22]([O:24][CH2:25][CH3:26])=[O:23])=[CH:15][C:14]=1[O:29][CH3:30].[OH-].[Ba+2].[OH-]. The catalyst class is: 104. Product: [Cl:1][C:2]1[CH:3]=[C:4]([C:13]2[C:14]([O:29][CH3:30])=[CH:15][C:16]([C:21]([CH3:27])([CH3:28])[C:22]([O:24][CH2:25][CH3:26])=[O:23])=[CH:17][C:18]=2[O:19][CH3:20])[CH:5]=[C:6]([Cl:8])[CH:7]=1. (2) Reactant: Cl.[CH3:2][N:3]([CH3:20])[C:4]1([C:14]2[CH:19]=[CH:18][CH:17]=[CH:16][CH:15]=2)[CH2:9][CH2:8][C:7](=[CH:10][C:11]([OH:13])=O)[CH2:6][CH2:5]1.C1(N=[C:28]=[N:29][CH:30]2[CH2:35][CH2:34][CH2:33][CH2:32][CH2:31]2)CCCCC1.[OH-].[Na+]. Product: [CH3:20][N:3]([CH3:2])[C:4]1([C:14]2[CH:19]=[CH:18][CH:17]=[CH:16][CH:15]=2)[CH2:5][CH2:6][C:7](=[CH:10][C:11]([NH:3][CH2:4][CH2:14][CH2:15][CH2:16][CH2:17][CH2:18][C:19]2[C:31]3[C:30](=[CH:35][CH:34]=[CH:33][CH:32]=3)[NH:29][CH:28]=2)=[O:13])[CH2:8][CH2:9]1. The catalyst class is: 35. (3) Reactant: [CH2:1]([O:3][C:4](=[O:26])[C:5]1[CH:10]=[CH:9][C:8]([N:11]2[CH2:15][CH2:14][CH:13]([NH:16][C:17]([O:19][C:20]([CH3:23])([CH3:22])[CH3:21])=[O:18])[CH2:12]2)=[C:7]([F:24])[C:6]=1F)[CH3:2].[CH:27]1([NH2:30])[CH2:29][CH2:28]1. Product: [CH2:1]([O:3][C:4](=[O:26])[C:5]1[CH:10]=[CH:9][C:8]([N:11]2[CH2:15][CH2:14][CH:13]([NH:16][C:17]([O:19][C:20]([CH3:23])([CH3:22])[CH3:21])=[O:18])[CH2:12]2)=[C:7]([F:24])[C:6]=1[NH:30][CH:27]1[CH2:29][CH2:28]1)[CH3:2]. The catalyst class is: 80. (4) Reactant: [H-].[Na+].[Cl:3][C:4]1[CH:12]=[C:11]2[C:7]([C:8]([CH2:13][C:14]([OH:16])=[O:15])=[CH:9][NH:10]2)=[CH:6][CH:5]=1.I[CH3:18]. Product: [Cl:3][C:4]1[CH:12]=[C:11]2[C:7]([C:8]([CH2:13][C:14]([OH:16])=[O:15])=[CH:9][N:10]2[CH3:18])=[CH:6][CH:5]=1. The catalyst class is: 1. (5) Reactant: O=C1C2C(=CC=CC=2)C(=O)[N:3]1[CH2:12][CH2:13][C:14]1[CH:15]=[C:16]([NH:24][C:25](=[O:31])[O:26][C:27]([CH3:30])([CH3:29])[CH3:28])[CH:17]=[C:18]([C:20]([F:23])([F:22])[F:21])[CH:19]=1.O.NN. Product: [NH2:3][CH2:12][CH2:13][C:14]1[CH:15]=[C:16]([NH:24][C:25](=[O:31])[O:26][C:27]([CH3:29])([CH3:28])[CH3:30])[CH:17]=[C:18]([C:20]([F:23])([F:22])[F:21])[CH:19]=1. The catalyst class is: 8. (6) Reactant: [CH2:1]([O:8][C:9]([N:11]1[CH2:15][C:14](=[N:16][O:17][CH3:18])[CH:13]([CH2:19][NH2:20])[CH2:12]1)=[O:10])[C:2]1[CH:7]=[CH:6][CH:5]=[CH:4][CH:3]=1.C([O-])([O-])=O.[K+].[K+].[CH3:27][C:28]([O:31][C:32](O[C:32]([O:31][C:28]([CH3:30])([CH3:29])[CH3:27])=[O:33])=[O:33])([CH3:30])[CH3:29]. Product: [CH2:1]([O:8][C:9]([N:11]1[CH2:15][C:14](=[N:16][O:17][CH3:18])[CH:13]([CH2:19][NH:20][C:32]([O:31][C:28]([CH3:30])([CH3:29])[CH3:27])=[O:33])[CH2:12]1)=[O:10])[C:2]1[CH:7]=[CH:6][CH:5]=[CH:4][CH:3]=1. The catalyst class is: 34. (7) Reactant: ClN1C(=O)CCC1=O.[N:9]1[CH:14]=[CH:13][CH:12]=[C:11]([CH:15]=[N:16][OH:17])[CH:10]=1.[Cl:18][C:19]1[C:28]2[N:29]=[C:30]([CH2:35][O:36][CH2:37][CH3:38])[N:31]([CH2:32][C:33]#[CH:34])[C:27]=2[C:26]2[CH:25]=[CH:24][CH:23]=[CH:22][C:21]=2[N:20]=1.C(N(CC)CC)C. Product: [Cl:18][C:19]1[C:28]2[N:29]=[C:30]([CH2:35][O:36][CH2:37][CH3:38])[N:31]([CH2:32][C:33]3[O:17][N:16]=[C:15]([C:11]4[CH:10]=[N:9][CH:14]=[CH:13][CH:12]=4)[CH:34]=3)[C:27]=2[C:26]2[CH:25]=[CH:24][CH:23]=[CH:22][C:21]=2[N:20]=1. The catalyst class is: 7. (8) Reactant: [F:1][C:2]1[C:26]([CH3:27])=[CH:25][CH:24]=[C:23]([F:28])[C:3]=1[CH2:4][O:5][C:6]([N:8]1[CH2:13][CH2:12][N:11](C(OC(C)(C)C)=O)[CH2:10][C@H:9]1[CH2:21][CH3:22])=[O:7].Cl.O.[OH-].[Na+]. Product: [F:1][C:2]1[C:26]([CH3:27])=[CH:25][CH:24]=[C:23]([F:28])[C:3]=1[CH2:4][O:5][C:6]([N:8]1[CH2:13][CH2:12][NH:11][CH2:10][C@H:9]1[CH2:21][CH3:22])=[O:7]. The catalyst class is: 71. (9) Reactant: Cl[C:2]1[C:3]2[C:4](=[CH:16][N:17](CC3C=CC(OC)=CC=3)[N:18]=2)[N:5]=[C:6]([C:8]2[CH:13]=[CH:12][C:11]([O:14][CH3:15])=[CH:10][CH:9]=2)[N:7]=1.[CH3:28][N:29]([CH3:37])[C:30]1[CH:35]=[CH:34][C:33]([NH2:36])=[CH:32][CH:31]=1.Cl. Product: [CH3:15][O:14][C:11]1[CH:10]=[CH:9][C:8]([C:6]2[N:7]=[C:2]([NH:36][C:33]3[CH:34]=[CH:35][C:30]([N:29]([CH3:37])[CH3:28])=[CH:31][CH:32]=3)[C:3]3[NH:18][N:17]=[CH:16][C:4]=3[N:5]=2)=[CH:13][CH:12]=1. The catalyst class is: 71. (10) Reactant: [CH2:1]([S:8][C:9]1[CH:16]=[CH:15][C:12]([CH:13]=O)=[CH:11][CH:10]=1)[C:2]1[CH:7]=[CH:6][CH:5]=[CH:4][CH:3]=1.[N+:17]([CH3:20])([O-:19])=[O:18].C([O-])(=O)C.[NH4+]. Product: [CH2:1]([S:8][C:9]1[CH:16]=[CH:15][C:12](/[CH:13]=[CH:20]/[N+:17]([O-:19])=[O:18])=[CH:11][CH:10]=1)[C:2]1[CH:7]=[CH:6][CH:5]=[CH:4][CH:3]=1. The catalyst class is: 15.